Dataset: Forward reaction prediction with 1.9M reactions from USPTO patents (1976-2016). Task: Predict the product of the given reaction. (1) The product is: [NH2:16][C:4]1[CH:3]=[C:2]([Br:1])[CH:7]=[CH:6][C:5]=1[NH:8][C:9](=[O:15])[O:10][C:11]([CH3:13])([CH3:12])[CH3:14]. Given the reactants [Br:1][C:2]1[CH:7]=[CH:6][C:5]([NH:8][C:9](=[O:15])[O:10][C:11]([CH3:14])([CH3:13])[CH3:12])=[C:4]([N+:16]([O-])=O)[CH:3]=1, predict the reaction product. (2) Given the reactants [NH2:1][CH2:2][C@H:3]1[CH2:8][CH2:7][C@H:6]([C:9]([OH:11])=[O:10])[CH2:5][CH2:4]1.C(=O)([O-])[O-].[K+].[K+].[CH3:18][CH:19]([CH3:39])[C:20]([O:22][CH2:23][CH2:24][O:25][C:26]([O:28][C:29]1[CH:34]=[CH:33][C:32]([S:35]([CH3:38])(=[O:37])=[O:36])=[CH:31][CH:30]=1)=[O:27])=[O:21].S(=O)(=O)(O)O, predict the reaction product. The product is: [CH3:18][CH:19]([CH3:39])[C:20]([O:22][CH2:23][CH2:24][O:25][C:26]([NH:1][CH2:2][CH:3]1[CH2:4][CH2:5][CH:6]([C:9]([OH:11])=[O:10])[CH2:7][CH2:8]1)=[O:27])=[O:21].[CH3:38][S:35]([C:32]1[CH:33]=[CH:34][C:29]([OH:28])=[CH:30][CH:31]=1)(=[O:36])=[O:37]. (3) Given the reactants C([N:8]1[CH2:13][CH2:12][N:11]2[C:14](=[O:17])[O:15][CH2:16][CH:10]2[CH2:9]1)C1C=CC=CC=1, predict the reaction product. The product is: [CH2:16]1[CH:10]2[CH2:9][NH:8][CH2:13][CH2:12][N:11]2[C:14](=[O:17])[O:15]1. (4) Given the reactants I[C:2]1[CH:12]=[CH:11][C:5]([C:6]([O:8][CH2:9][CH3:10])=[O:7])=[CH:4][CH:3]=1.[CH2:13]([OH:16])[CH:14]=[CH2:15].C(=O)(O)[O-].[Na+].C1(C)C=CC=CC=1, predict the reaction product. The product is: [CH2:9]([O:8][C:6](=[O:7])[C:5]1[CH:11]=[CH:12][C:2]([CH2:15][CH2:14][CH:13]=[O:16])=[CH:3][CH:4]=1)[CH3:10]. (5) The product is: [N:26]1[CH:27]=[CH:28][CH:29]=[C:24]([NH:23][C:13]([C:11]2[CH2:10][CH2:9][O:8][C:7]3[CH:16]=[C:3]([O:2][CH3:1])[CH:4]=[CH:5][C:6]=3[CH:12]=2)=[O:15])[CH:25]=1. Given the reactants [CH3:1][O:2][C:3]1[CH:4]=[CH:5][C:6]2[CH:12]=[C:11]([C:13]([OH:15])=O)[CH2:10][CH2:9][O:8][C:7]=2[CH:16]=1.C(Cl)(=O)C(Cl)=O.[NH2:23][C:24]1[CH:25]=[N:26][CH:27]=[CH:28][CH:29]=1, predict the reaction product. (6) Given the reactants [O:1]=[S:2]1(=[O:33])[CH2:6][CH2:5][CH2:4][N:3]1[C:7]1[CH:12]=[CH:11][C:10]([C:13]23[CH2:32][CH:17]4[CH2:18][C:19]([NH:21]C(=O)OCC5C=CC=CC=5)([CH2:20]2)[CH:15]([CH2:16]4)[CH2:14]3)=[CH:9][CH:8]=1, predict the reaction product. The product is: [O:1]=[S:2]1(=[O:33])[CH2:6][CH2:5][CH2:4][N:3]1[C:7]1[CH:8]=[CH:9][C:10]([C:13]23[CH2:32][CH:17]4[CH2:16][CH:15]([CH2:14]2)[C:19]([NH2:21])([CH2:18]4)[CH2:20]3)=[CH:11][CH:12]=1. (7) Given the reactants [F:1][C:2]1[CH:3]=[C:4]([CH:7]=[CH:8][C:9]=1[S:10][CH3:11])[C:5]#[N:6].N.[H][H].[C:15]1(=O)[O:20][C:18](=[O:19])[C:17]2=[CH:21][CH:22]=[CH:23][CH:24]=[C:16]12.C(N(CC)CC)C, predict the reaction product. The product is: [F:1][C:2]1[CH:3]=[C:4]([CH:7]=[CH:8][C:9]=1[S:10][CH3:11])[CH2:5][N:6]1[C:18](=[O:19])[C:17]2[C:16](=[CH:24][CH:23]=[CH:22][CH:21]=2)[C:15]1=[O:20].